This data is from Catalyst prediction with 721,799 reactions and 888 catalyst types from USPTO. The task is: Predict which catalyst facilitates the given reaction. (1) Reactant: [Br:1][C:2]1[CH:7]=[C:6]([O:8][CH2:9][CH3:10])[C:5]([O:11]CC)=[C:4]([F:14])[C:3]=1[Br:15].[Cl-].[Al+3].[Cl-].[Cl-].Cl. Product: [Br:15][C:3]1[C:4]([F:14])=[C:5]([OH:11])[C:6]([O:8][CH2:9][CH3:10])=[CH:7][C:2]=1[Br:1]. The catalyst class is: 4. (2) Reactant: N(C(OCC)=O)=NC(OCC)=O.[CH3:13][S:14][C:15]1[C:20]([NH:21][C:22](=[O:25])[CH2:23]O)=[C:19]([S:26][CH3:27])[CH:18]=[C:17]([CH3:28])[N:16]=1.[N:29]1[C:33]2[CH:34]=[CH:35][CH:36]=[CH:37][C:32]=2[NH:31][C:30]=1[S:38][CH2:39][CH2:40][N:41]1[CH2:46][CH2:45][NH:44][CH2:43][CH2:42]1.C1(P(C2C=CC=CC=2)C2C=CC=CC=2)C=CC=CC=1. Product: [N:29]1[C:33]2[CH:34]=[CH:35][CH:36]=[CH:37][C:32]=2[NH:31][C:30]=1[S:38][CH2:39][CH2:40][N:41]1[CH2:46][CH2:45][N:44]([CH2:23][C:22]([NH:21][C:20]2[C:15]([S:14][CH3:13])=[N:16][C:17]([CH3:28])=[CH:18][C:19]=2[S:26][CH3:27])=[O:25])[CH2:43][CH2:42]1. The catalyst class is: 35. (3) Reactant: Cl[C:2]1[C:7]([N+:8]([O-:10])=[O:9])=[CH:6][CH:5]=[C:4]([O:11][CH3:12])[N:3]=1.[C:13]([O:17][C:18]([NH:20][CH2:21][CH2:22][CH2:23][NH2:24])=[O:19])([CH3:16])([CH3:15])[CH3:14].C([O-])([O-])=O.[K+].[K+]. Product: [C:13]([O:17][C:18](=[O:19])[NH:20][CH2:21][CH2:22][CH2:23][NH:24][C:2]1[C:7]([N+:8]([O-:10])=[O:9])=[CH:6][CH:5]=[C:4]([O:11][CH3:12])[N:3]=1)([CH3:16])([CH3:14])[CH3:15]. The catalyst class is: 705. (4) Reactant: Br[C:2]1[CH:3]=[C:4]([CH:8]=[CH:9][CH:10]=1)[N:5]([CH3:7])[CH3:6].CCCCCC.C([Li])CCC.C(OC([N:29]1[CH2:34][CH2:33][C:32](=O)[CH2:31][CH2:30]1)=O)(C)(C)C.[Cl-].[NH4+].[OH-].[Na+]. Product: [CH3:6][N:5]([CH3:7])[C:4]1[CH:3]=[C:2]([C:32]2[CH2:33][CH2:34][NH:29][CH2:30][CH:31]=2)[CH:10]=[CH:9][CH:8]=1. The catalyst class is: 7. (5) Reactant: [Cl:1][C:2]1[C:3]([NH:10][CH2:11][C:12]2[N:17]=[CH:16][C:15]([OH:18])=[CH:14][CH:13]=2)=[N:4][C:5]([CH3:9])=[N:6][C:7]=1[CH3:8].C(=O)([O-])[O-].[K+].[K+].Cl[C:26]1[CH:27]=[CH:28][C:29]2[N:30]([C:32]([N+:35]([O-:37])=[O:36])=[CH:33][N:34]=2)[N:31]=1.O. The catalyst class is: 9. Product: [Cl:1][C:2]1[C:3]([NH:10][CH2:11][C:12]2[CH:13]=[CH:14][C:15]([O:18][C:26]3[CH:27]=[CH:28][C:29]4[N:30]([C:32]([N+:35]([O-:37])=[O:36])=[CH:33][N:34]=4)[N:31]=3)=[CH:16][N:17]=2)=[N:4][C:5]([CH3:9])=[N:6][C:7]=1[CH3:8]. (6) Reactant: [O:1]=[C:2]1[N:8]2[CH2:9][C@@H:4]([CH2:5][CH2:6][C@H:7]2[C:10]([NH:12][O:13][CH:14]2[CH2:20][CH:19]3[N:21](C(OC(C)(C)C)=O)[CH:16]([CH2:17][CH2:18]3)[CH2:15]2)=[O:11])[N:3]1[O:29][S:30]([OH:33])(=[O:32])=[O:31].FC(F)(F)C(O)=O. Product: [CH:16]12[NH:21][CH:19]([CH2:18][CH2:17]1)[CH2:20][CH:14]([O:13][NH:12][C:10]([C@@H:7]1[CH2:6][CH2:5][C@@H:4]3[CH2:9][N:8]1[C:2](=[O:1])[N:3]3[O:29][S:30]([OH:33])(=[O:32])=[O:31])=[O:11])[CH2:15]2. The catalyst class is: 2. (7) Reactant: [Cl:1][C:2]1[N:7]=[C:6](Cl)[CH:5]=[CH:4][N:3]=1.[F:9][C:10]([F:22])([F:21])[O:11][C:12]1[CH:17]=[CH:16][C:15](B(O)O)=[CH:14][CH:13]=1.C([O-])([O-])=O.[Na+].[Na+].O. Product: [Cl:1][C:2]1[N:7]=[C:6]([C:15]2[CH:14]=[CH:13][C:12]([O:11][C:10]([F:9])([F:21])[F:22])=[CH:17][CH:16]=2)[CH:5]=[CH:4][N:3]=1. The catalyst class is: 10. (8) Reactant: C(O)(=O)C(O)=O.[NH2:7][C@@H:8]([C:13]([NH:16][C:17]([O:19][C:20]([CH3:23])([CH3:22])[CH3:21])=[O:18])([CH3:15])[CH3:14])[C:9]([O:11][CH3:12])=[O:10].C(=O)([O-])[O-].[K+].[K+]. Product: [NH2:7][C@@H:8]([C:13]([NH:16][C:17]([O:19][C:20]([CH3:23])([CH3:22])[CH3:21])=[O:18])([CH3:15])[CH3:14])[C:9]([O:11][CH3:12])=[O:10]. The catalyst class is: 84. (9) Reactant: FC(F)(F)S(O[C:7]1[CH:12]=[CH:11][C:10]([C@H:13]2[CH2:18][CH2:17][C@H:16]([CH2:19][C:20]([O:22][CH3:23])=[O:21])[CH2:15][CH2:14]2)=[CH:9][CH:8]=1)(=O)=O. Product: [C:10]1([C@H:13]2[CH2:14][CH2:15][C@H:16]([CH2:19][C:20]([O:22][CH3:23])=[O:21])[CH2:17][CH2:18]2)[CH:11]=[CH:12][CH:7]=[CH:8][CH:9]=1. The catalyst class is: 19.